From a dataset of Full USPTO retrosynthesis dataset with 1.9M reactions from patents (1976-2016). Predict the reactants needed to synthesize the given product. (1) Given the product [F:51][C:50]([F:53])([F:52])[C:48]([OH:54])=[O:49].[CH2:1]([N:8]1[CH2:14][C@H:13]([NH:15][C:16](=[O:28])[C@@H:17]([NH:19][CH3:20])[CH3:18])[C:12](=[O:29])[N:11]([CH2:30][C:31]2[C:40]3[C:35](=[CH:36][C:37]([Br:41])=[CH:38][CH:39]=3)[CH:34]=[CH:33][C:32]=2[O:42][CH3:43])[C:10]2[CH:44]=[CH:45][CH:46]=[CH:47][C:9]1=2)[C:2]1[CH:7]=[CH:6][CH:5]=[CH:4][CH:3]=1, predict the reactants needed to synthesize it. The reactants are: [CH2:1]([N:8]1[CH2:14][C@H:13]([NH:15][C:16](=[O:28])[C@@H:17]([N:19](C)[C:20](=O)OC(C)(C)C)[CH3:18])[C:12](=[O:29])[N:11]([CH2:30][C:31]2[C:40]3[C:35](=[CH:36][C:37]([Br:41])=[CH:38][CH:39]=3)[CH:34]=[CH:33][C:32]=2[O:42][CH3:43])[C:10]2[CH:44]=[CH:45][CH:46]=[CH:47][C:9]1=2)[C:2]1[CH:7]=[CH:6][CH:5]=[CH:4][CH:3]=1.[C:48]([OH:54])([C:50]([F:53])([F:52])[F:51])=[O:49]. (2) Given the product [Cl:1][C:2]1[CH:3]=[CH:4][C:5]([C:28]([F:31])([F:30])[F:29])=[C:6]([CH:27]=1)[CH2:7][N:8]1[CH2:13][CH2:12][NH:11][C:10]2[N:14]=[CH:15][C:16]([C:18]3[CH:19]=[C:20]([C:21]([N:43]4[CH2:42][CH2:41][N:40]([C:35]5[CH:36]=[CH:37][CH:38]=[CH:39][C:34]=5[O:33][CH3:32])[CH2:45][CH2:44]4)=[O:22])[CH:24]=[CH:25][CH:26]=3)=[CH:17][C:9]1=2, predict the reactants needed to synthesize it. The reactants are: [Cl:1][C:2]1[CH:3]=[CH:4][C:5]([C:28]([F:31])([F:30])[F:29])=[C:6]([CH:27]=1)[CH2:7][N:8]1[CH2:13][CH2:12][NH:11][C:10]2[N:14]=[CH:15][C:16]([C:18]3[CH:19]=[C:20]([CH:24]=[CH:25][CH:26]=3)[C:21](O)=[O:22])=[CH:17][C:9]1=2.[CH3:32][O:33][C:34]1[CH:39]=[CH:38][CH:37]=[CH:36][C:35]=1[N:40]1[CH2:45][CH2:44][NH:43][CH2:42][CH2:41]1. (3) Given the product [C:19]([C:17]1[C:16]([O:23][CH:24]([CH3:26])[CH3:25])=[C:15]([CH:27]=[CH2:28])[C:14]([CH3:29])=[C:13]([C:12]#[C:11][C:8]2[CH:7]=[CH:6][C:5]([CH2:4][C:3]([OH:30])=[O:2])=[CH:10][CH:9]=2)[CH:18]=1)([CH3:22])([CH3:20])[CH3:21], predict the reactants needed to synthesize it. The reactants are: C[O:2][C:3](=[O:30])[CH2:4][C:5]1[CH:10]=[CH:9][C:8]([C:11]#[C:12][C:13]2[CH:18]=[C:17]([C:19]([CH3:22])([CH3:21])[CH3:20])[C:16]([O:23][CH:24]([CH3:26])[CH3:25])=[C:15]([CH:27]=[CH2:28])[C:14]=2[CH3:29])=[CH:7][CH:6]=1.[OH-].[Li+]. (4) Given the product [CH:1]([O:4][C:5]([N:7]1[CH2:12][CH2:11][CH:10]([O:13][C:14]2[C:19]([O:20][CH3:21])=[C:18]([NH:31][C:27]3[C:28]([CH3:30])=[N:29][C:24]([Br:23])=[CH:25][CH:26]=3)[N:17]=[CH:16][N:15]=2)[CH2:9][CH2:8]1)=[O:6])([CH3:3])[CH3:2], predict the reactants needed to synthesize it. The reactants are: [CH:1]([O:4][C:5]([N:7]1[CH2:12][CH2:11][CH:10]([O:13][C:14]2[C:19]([O:20][CH3:21])=[C:18](Cl)[N:17]=[CH:16][N:15]=2)[CH2:9][CH2:8]1)=[O:6])([CH3:3])[CH3:2].[Br:23][C:24]1[N:29]=[C:28]([CH3:30])[C:27]([NH2:31])=[CH:26][CH:25]=1.C(P(C(C)(C)C)C1C=CC=CC=1C1C=CC=CC=1)(C)(C)C.CC(C)([O-])C.[Na+]. (5) Given the product [NH2:17][C:8]1[CH:7]=[C:6]([C:3]([CH3:5])([CH3:4])[C:1]#[N:2])[CH:14]=[CH:13][CH:12]=1, predict the reactants needed to synthesize it. The reactants are: [C:1]([C:3]([C:6]1[CH:7]=[C:8]([CH:12]=[CH:13][CH:14]=1)C(O)=O)([CH3:5])[CH3:4])#[N:2].CC[N:17](C(C)C)C(C)C.C1C=CC(P(N=[N+]=[N-])(C2C=CC=CC=2)=O)=CC=1. (6) Given the product [Br:33][CH:24]([C:25](=[O:29])[CH:26]([CH3:28])[CH3:27])[C:23]([C:8]1[CH:9]=[CH:10][C:11]([O:13][CH2:14][C:15]2[CH:20]=[CH:19][C:18]([O:21][CH3:22])=[CH:17][CH:16]=2)=[CH:12][C:7]=1[O:6][Si:5]([C:1]([CH3:4])([CH3:2])[CH3:3])([CH3:32])[CH3:31])=[O:30], predict the reactants needed to synthesize it. The reactants are: [C:1]([Si:5]([CH3:32])([CH3:31])[O:6][C:7]1[CH:12]=[C:11]([O:13][CH2:14][C:15]2[CH:20]=[CH:19][C:18]([O:21][CH3:22])=[CH:17][CH:16]=2)[CH:10]=[CH:9][C:8]=1[C:23]([OH:30])=[CH:24][C:25](=[O:29])[CH:26]([CH3:28])[CH3:27])([CH3:4])([CH3:3])[CH3:2].[Br:33]N1C(=O)CCC1=O.O. (7) The reactants are: F[C:2]1[CH:7]=[CH:6][CH:5]=[CH:4][C:3]=1[N+:8]([O-:10])=[O:9].C(N(CC)CC)C.[NH:18]1[CH2:23][CH2:22][S:21][CH2:20][CH2:19]1. Given the product [N+:8]([C:3]1[CH:4]=[CH:5][CH:6]=[CH:7][C:2]=1[N:18]1[CH2:23][CH2:22][S:21][CH2:20][CH2:19]1)([O-:10])=[O:9], predict the reactants needed to synthesize it. (8) Given the product [C:33]([O:24][CH2:23][C:22]1[C:17]([N:10]2[N:9]=[CH:8][C:7]3[C:12](=[C:13]([F:15])[CH:14]=[C:5]([C:1]([CH3:4])([CH3:2])[CH3:3])[CH:6]=3)[C:11]2=[O:16])=[N:18][CH:19]=[CH:20][C:21]=1[Cl:25])(=[O:35])[CH3:34], predict the reactants needed to synthesize it. The reactants are: [C:1]([C:5]1[CH:6]=[C:7]2[C:12](=[C:13]([F:15])[CH:14]=1)[C:11](=[O:16])[N:10]([C:17]1[C:22]([CH2:23][OH:24])=[C:21]([Cl:25])[CH:20]=[CH:19][N:18]=1)[N:9]=[CH:8]2)([CH3:4])([CH3:3])[CH3:2].C(N(CC)CC)C.[C:33](Cl)(=[O:35])[CH3:34]. (9) Given the product [Br:15][C:16]1[C:21]([C:22]([O:8][C:7]2[C:2]([Br:1])=[CH:3][CH:4]=[C:5]([CH2:10][CH2:11][CH2:12][CH2:13][CH3:14])[C:6]=2[F:9])=[O:23])=[C:20]([F:25])[C:19]([CH3:26])=[CH:18][CH:17]=1, predict the reactants needed to synthesize it. The reactants are: [Br:1][C:2]1[C:7]([OH:8])=[C:6]([F:9])[C:5]([CH2:10][CH2:11][CH2:12][CH2:13][CH3:14])=[CH:4][CH:3]=1.[Br:15][C:16]1[C:21]([C:22](O)=[O:23])=[C:20]([F:25])[C:19]([CH3:26])=[CH:18][CH:17]=1.C(O)(=O)C(O)=O. (10) The reactants are: [CH3:1][C:2]1[CH:3]=[C:4]([NH:9][CH2:10][CH2:11][C:12]2[CH:13]=[N:14][C:15]([C:18]([F:21])([F:20])[F:19])=[CH:16][CH:17]=2)[CH:5]=[CH:6][C:7]=1[CH3:8].C(OC([NH:29][CH:30]([C:34]1[CH:39]=[CH:38][C:37]([F:40])=[CH:36][CH:35]=1)[C:31](O)=[O:32])=O)(C)(C)C. Given the product [NH2:29][C@@H:30]([C:34]1[CH:39]=[CH:38][C:37]([F:40])=[CH:36][CH:35]=1)[C:31]([N:9]([C:4]1[CH:5]=[CH:6][C:7]([CH3:8])=[C:2]([CH3:1])[CH:3]=1)[CH2:10][CH2:11][C:12]1[CH:13]=[N:14][C:15]([C:18]([F:21])([F:20])[F:19])=[CH:16][CH:17]=1)=[O:32], predict the reactants needed to synthesize it.